Task: Predict the reactants needed to synthesize the given product.. Dataset: Full USPTO retrosynthesis dataset with 1.9M reactions from patents (1976-2016) Given the product [C:6]([C:5]1[CH:9]=[CH:10][C:11]([C:13]([O:15][CH3:21])=[O:14])=[CH:12][C:4]=1[N+:1]([O-:3])=[O:2])([OH:8])=[O:7], predict the reactants needed to synthesize it. The reactants are: [N+:1]([C:4]1[CH:12]=[C:11]([C:13]([OH:15])=[O:14])[CH:10]=[CH:9][C:5]=1[C:6]([OH:8])=[O:7])([O-:3])=[O:2].S(=O)(=O)(O)O.[C:21](=O)(O)[O-].[Na+].